From a dataset of Forward reaction prediction with 1.9M reactions from USPTO patents (1976-2016). Predict the product of the given reaction. (1) Given the reactants [F:1][C:2]1([F:64])[C:14]2[CH:13]=[C:12]([C:15]3[CH:16]=[CH:17][C:18]4[N:22]=[C:21]([CH:23]5[CH:28]6[CH2:29][CH:25]([CH2:26][CH2:27]6)[N:24]5[C:30]([CH:32]([NH:36][C:37](=[O:39])[OH:38])[CH:33]([CH3:35])[CH3:34])=[O:31])[NH:20][C:19]=4[CH:40]=3)[CH:11]=[CH:10][C:9]=2[C:8]2[C:3]1=[CH:4][C:5]([C:41]1[NH:42][C:43]([CH:46]3[CH2:52][C:49]4([CH2:51][CH2:50]4)[CH2:48][N:47]3[C:53](=[O:63])[CH:54]([NH:58][C:59]([O:61][CH3:62])=[O:60])[CH:55]([CH3:57])[CH3:56])=[N:44][CH:45]=1)=[CH:6][CH:7]=2.[CH3:65][C:66]([CH3:68])=[O:67], predict the reaction product. The product is: [CH3:65][C:66]([CH3:68])=[O:67].[CH3:65][C:66]([CH3:68])=[O:67].[F:64][C:2]1([F:1])[C:14]2[CH:13]=[C:12]([C:15]3[CH:16]=[CH:17][C:18]4[N:22]=[C:21]([CH:23]5[CH:28]6[CH2:29][CH:25]([CH2:26][CH2:27]6)[N:24]5[C:30]([CH:32]([NH:36][C:37](=[O:38])[OH:39])[CH:33]([CH3:35])[CH3:34])=[O:31])[NH:20][C:19]=4[CH:40]=3)[CH:11]=[CH:10][C:9]=2[C:8]2[C:3]1=[CH:4][C:5]([C:41]1[NH:42][C:43]([CH:46]3[CH2:52][C:49]4([CH2:50][CH2:51]4)[CH2:48][N:47]3[C:53](=[O:63])[CH:54]([NH:58][C:59]([O:61][CH3:62])=[O:60])[CH:55]([CH3:56])[CH3:57])=[N:44][CH:45]=1)=[CH:6][CH:7]=2. (2) The product is: [OH:1][C:2]1[CH:11]=[C:10]([NH:12][S:13]([C:16]2[C:20]([Cl:21])=[C:19]([Cl:22])[S:18][C:17]=2[Cl:23])(=[O:15])=[O:14])[CH:9]=[CH:8][C:3]=1[C:4]([OH:6])=[O:5]. Given the reactants [OH:1][C:2]1[CH:11]=[C:10]([NH:12][S:13]([C:16]2[C:20]([Cl:21])=[C:19]([Cl:22])[S:18][C:17]=2[Cl:23])(=[O:15])=[O:14])[CH:9]=[CH:8][C:3]=1[C:4]([O:6]C)=[O:5].O, predict the reaction product. (3) Given the reactants [C:1]([O:5][C:6]([NH:8][C@@H:9]([CH2:13][C:14]1[CH:19]=[CH:18][C:17]([O:20][CH2:21][CH2:22][C@H:23]([CH:25]2[CH2:30][CH2:29][N:28]([C:31]3[O:35][N:34]=[C:33]([CH:36]([CH3:38])[CH3:37])[N:32]=3)[CH2:27][CH2:26]2)[CH3:24])=[CH:16][C:15]=1[F:39])[C:10]([OH:12])=O)=[O:7])([CH3:4])([CH3:3])[CH3:2].[F:40][C:41]1([F:45])[CH2:44][NH:43][CH2:42]1, predict the reaction product. The product is: [C:1]([O:5][C:6](=[O:7])[NH:8][C@@H:9]([CH2:13][C:14]1[CH:19]=[CH:18][C:17]([O:20][CH2:21][CH2:22][C@H:23]([CH:25]2[CH2:26][CH2:27][N:28]([C:31]3[O:35][N:34]=[C:33]([CH:36]([CH3:37])[CH3:38])[N:32]=3)[CH2:29][CH2:30]2)[CH3:24])=[CH:16][C:15]=1[F:39])[C:10]([N:43]1[CH2:44][C:41]([F:45])([F:40])[CH2:42]1)=[O:12])([CH3:3])([CH3:4])[CH3:2]. (4) Given the reactants [CH3:1][N:2]([CH3:23])[C:3]1[N:8]=[CH:7][C:6]([NH:9][C:10](=[O:18])OC2C=CC=CC=2)=[CH:5][C:4]=1[C:19]([F:22])([F:21])[F:20].[CH3:24][CH:25]1[CH2:30][CH2:29][N:28]([C:31]2[C:36]([CH2:37][NH2:38])=[CH:35][CH:34]=[C:33]([C:39]([F:42])([F:41])[F:40])[N:32]=2)[CH2:27][CH2:26]1.C(N(CC)CC)C, predict the reaction product. The product is: [CH3:23][N:2]([CH3:1])[C:3]1[N:8]=[CH:7][C:6]([NH:9][C:10]([NH:38][CH2:37][C:36]2[C:31]([N:28]3[CH2:29][CH2:30][CH:25]([CH3:24])[CH2:26][CH2:27]3)=[N:32][C:33]([C:39]([F:42])([F:40])[F:41])=[CH:34][CH:35]=2)=[O:18])=[CH:5][C:4]=1[C:19]([F:20])([F:21])[F:22]. (5) Given the reactants [O:1]1[C:5]2([CH2:10][CH2:9][CH:8]([CH2:11][OH:12])[CH2:7][CH2:6]2)[O:4][CH2:3][CH2:2]1.I[CH:14]([CH3:16])[CH3:15], predict the reaction product. The product is: [CH:14]([O:12][CH2:11][CH:8]1[CH2:9][CH2:10][C:5]2([O:4][CH2:3][CH2:2][O:1]2)[CH2:6][CH2:7]1)([CH3:16])[CH3:15]. (6) Given the reactants C1C=C[NH+]=CC=1.[O-][Cr](Cl)(=O)=O.[C:12]([O:20][CH2:21][C:22]1([C:29]([O:31][CH2:32][CH3:33])=[O:30])[CH2:27][CH2:26][CH:25]([OH:28])[CH2:24][O:23]1)(=[O:19])[C:13]1[CH:18]=[CH:17][CH:16]=[CH:15][CH:14]=1, predict the reaction product. The product is: [C:12]([O:20][CH2:21][C:22]1([C:29]([O:31][CH2:32][CH3:33])=[O:30])[CH2:27][CH2:26][C:25](=[O:28])[CH2:24][O:23]1)(=[O:19])[C:13]1[CH:14]=[CH:15][CH:16]=[CH:17][CH:18]=1. (7) Given the reactants Br[C:2]1[CH:3]=[CH:4][C:5]2[O:14][CH2:13][CH2:12][C:11]3[S:10][C:9]([C:15]4[N:16]([CH:20]([CH3:22])[CH3:21])[N:17]=[CH:18][N:19]=4)=[N:8][C:7]=3[C:6]=2[CH:23]=1.[CH3:24][O:25][C:26]1[CH:27]=[N:28][CH:29]=[C:30](B2OC(C)(C)C(C)(C)O2)[CH:31]=1, predict the reaction product. The product is: [CH:20]([N:16]1[C:15]([C:9]2[S:10][C:11]3[CH2:12][CH2:13][O:14][C:5]4[CH:4]=[CH:3][C:2]([C:30]5[CH:29]=[N:28][CH:27]=[C:26]([O:25][CH3:24])[CH:31]=5)=[CH:23][C:6]=4[C:7]=3[N:8]=2)=[N:19][CH:18]=[N:17]1)([CH3:22])[CH3:21]. (8) Given the reactants [CH:1]1([N:7]([CH:19]2[CH2:24][CH2:23][CH2:22][CH2:21][CH2:20]2)[C:8](=[O:18])[NH:9][C:10]2[S:11][C:12]([C:15]([OH:17])=O)=[CH:13][N:14]=2)[CH2:6][CH2:5][CH2:4][CH2:3][CH2:2]1.[C:25]([O:29][C:30]([N:32]1[CH2:37][CH2:36][NH:35][CH2:34][CH2:33]1)=[O:31])([CH3:28])([CH3:27])[CH3:26].CN(C(ON1N=NC2C=CC=CC1=2)=[N+](C)C)C.F[P-](F)(F)(F)(F)F.CCN(C(C)C)C(C)C, predict the reaction product. The product is: [C:25]([O:29][C:30]([N:32]1[CH2:37][CH2:36][N:35]([C:15]([C:12]2[S:11][C:10]([NH:9][C:8]([N:7]([CH:1]3[CH2:6][CH2:5][CH2:4][CH2:3][CH2:2]3)[CH:19]3[CH2:20][CH2:21][CH2:22][CH2:23][CH2:24]3)=[O:18])=[N:14][CH:13]=2)=[O:17])[CH2:34][CH2:33]1)=[O:31])([CH3:28])([CH3:26])[CH3:27]. (9) The product is: [C:1]([O:5][C:6](=[O:31])[C@@H:7]([NH:14][CH2:15][CH:16]1[CH2:17][CH2:18][CH:19]([CH2:22][NH:23][CH2:52][C:49]2[CH:50]=[CH:51][C:45]3[CH:44]=[C:43]([C:41](=[O:42])[NH:40][O:39][CH:37]([O:36][CH2:32][CH:33]([CH3:34])[CH3:35])[CH3:38])[S:47][C:46]=3[CH:48]=2)[CH2:20][CH2:21]1)[C:8]1[CH:13]=[CH:12][CH:11]=[CH:10][CH:9]=1)([CH3:4])([CH3:2])[CH3:3]. Given the reactants [C:1]([O:5][C:6](=[O:31])[C@@H:7]([NH:14][CH2:15][CH:16]1[CH2:21][CH2:20][CH:19]([CH2:22][NH:23]C(OC(C)(C)C)=O)[CH2:18][CH2:17]1)[C:8]1[CH:13]=[CH:12][CH:11]=[CH:10][CH:9]=1)([CH3:4])([CH3:3])[CH3:2].[CH2:32]([O:36][CH:37]([O:39][NH:40][C:41]([C:43]1[S:47][C:46]2[CH:48]=[C:49]([CH:52]=O)[CH:50]=[CH:51][C:45]=2[CH:44]=1)=[O:42])[CH3:38])[CH:33]([CH3:35])[CH3:34].C(O)(=O)C.C(O[BH-](OC(=O)C)OC(=O)C)(=O)C.[Na+].C([O-])(O)=O.[Na+], predict the reaction product.